The task is: Predict which catalyst facilitates the given reaction.. This data is from Catalyst prediction with 721,799 reactions and 888 catalyst types from USPTO. Reactant: [F:1][CH2:2][C:3]1([CH2:13][F:14])[CH2:12][CH2:11][C:6]2(OCC[O:7]2)[CH2:5][CH2:4]1. Product: [F:1][CH2:2][C:3]1([CH2:13][F:14])[CH2:12][CH2:11][C:6](=[O:7])[CH2:5][CH2:4]1. The catalyst class is: 15.